From a dataset of Forward reaction prediction with 1.9M reactions from USPTO patents (1976-2016). Predict the product of the given reaction. Given the reactants [Br:1][C:2]1[CH:3]=[C:4]([C:13]2[N:17]([C:18]3[CH:19]=[N:20][CH:21]=[CH:22][CH:23]=3)[N:16]=[C:15]([C:24]([N:26]3[CH2:30][CH2:29][S:28][CH2:27]3)=[O:25])[CH:14]=2)[CH:5]=[C:6]([O:8][C:9]([F:12])([F:11])[F:10])[CH:7]=1.ClC1C=C(C2N(C3C=NC=CC=3)N=C(C(N3CCS(=O)C3)=[O:51])C=2)C=C(F)C=1.ClC1C=CC=C(C(OO)=O)C=1, predict the reaction product. The product is: [Br:1][C:2]1[CH:3]=[C:4]([C:13]2[N:17]([C:18]3[CH:19]=[N:20][CH:21]=[CH:22][CH:23]=3)[N:16]=[C:15]([C:24]([N:26]3[CH2:30][CH2:29][S:28](=[O:51])[CH2:27]3)=[O:25])[CH:14]=2)[CH:5]=[C:6]([O:8][C:9]([F:10])([F:11])[F:12])[CH:7]=1.